From a dataset of Reaction yield outcomes from USPTO patents with 853,638 reactions. Predict the reaction yield, written as a fraction of the theoretical maximum amount of product (1.0 means a 100% yield; for example, 0.34 means a 34% yield). (1) The reactants are [Br:1][C:2]1[S:3][C:4]([C:8]([OH:10])=O)=[C:5]([Br:7])[N:6]=1.F[P-](F)(F)(F)(F)F.[N:18]1(OC(N(C)C)=[N+](C)C)[C:22]2C=[CH:24][CH:25]=[CH:26][C:21]=2N=N1.N1CCCCC1.C(Cl)Cl.C(N(CC)CC)C. No catalyst specified. The product is [Br:1][C:2]1[S:3][C:4]([C:8]([N:18]2[CH2:24][CH2:25][CH2:26][CH2:21][CH2:22]2)=[O:10])=[C:5]([Br:7])[N:6]=1. The yield is 0.300. (2) The reactants are C([NH:5][S:6]([C:9]1[S:10][C:11]([C:14]2[N:15]=[C:16]([C:19]3[CH:24]=[C:23]([C:25]4[CH:30]=[CH:29][C:28]([C:31]([F:34])([F:33])[F:32])=[CH:27][CH:26]=4)[CH:22]=[C:21]([CH3:35])[N:20]=3)[S:17][CH:18]=2)=[CH:12][CH:13]=1)(=[O:8])=[O:7])(C)(C)C. The catalyst is C(O)(C(F)(F)F)=O. The product is [CH3:35][C:21]1[N:20]=[C:19]([C:16]2[S:17][CH:18]=[C:14]([C:11]3[S:10][C:9]([S:6]([NH2:5])(=[O:8])=[O:7])=[CH:13][CH:12]=3)[N:15]=2)[CH:24]=[C:23]([C:25]2[CH:30]=[CH:29][C:28]([C:31]([F:34])([F:32])[F:33])=[CH:27][CH:26]=2)[CH:22]=1. The yield is 0.830. (3) The reactants are [NH2:1][C:2]([CH3:6])([CH3:5])[CH2:3][OH:4].[Br:7][C:8]1[CH:9]=[CH:10][C:11]([O:18][CH3:19])=[C:12]([S:14](Cl)(=[O:16])=[O:15])[CH:13]=1. No catalyst specified. The product is [Br:7][C:8]1[CH:9]=[CH:10][C:11]([O:18][CH3:19])=[C:12]([S:14]([NH:1][C:2]([CH3:6])([CH3:5])[CH2:3][OH:4])(=[O:15])=[O:16])[CH:13]=1. The yield is 0.990. (4) The reactants are Br[C:2]1([CH:20](Br)[C:21]2[CH:26]=[CH:25][CH:24]=[C:23]([O:27][C:28]3[CH:33]=[CH:32][C:31]([C:34]([F:37])([F:36])[F:35])=[CH:30][N:29]=3)[CH:22]=2)[CH2:7][CH2:6][CH:5]([NH:8][C:9]([C:11]2[C:12]([C:16]([F:19])([F:18])[F:17])=[N:13][NH:14][CH:15]=2)=[O:10])[CH2:4][CH2:3]1.[CH3:39]B(O)O.C(=O)([O-])[O-].[K+].[K+]. The catalyst is C1(C)C=CC=CC=1.[Ag]=O. The product is [F:17][C:16]([F:19])([F:18])[C:12]1[C:11]([C:9]([NH:8][CH:5]2[CH2:6][CH2:7][C:2](=[C:20]([C:21]3[CH:26]=[CH:25][CH:24]=[C:23]([O:27][C:28]4[CH:33]=[CH:32][C:31]([C:34]([F:37])([F:36])[F:35])=[CH:30][N:29]=4)[CH:22]=3)[CH3:39])[CH2:3][CH2:4]2)=[O:10])=[CH:15][NH:14][N:13]=1. The yield is 0.700. (5) The reactants are [H-].[Na+].[Br:3][C:4]1[C:9]2[N:10]=[CH:11][N:12]=[CH:13][C:8]=2[C:7](=[O:14])[NH:6][CH:5]=1.CI.[CH3:17]C(=O)OCC. The catalyst is CN(C=O)C. The product is [Br:3][C:4]1[C:9]2[N:10]=[CH:11][N:12]=[CH:13][C:8]=2[C:7](=[O:14])[N:6]([CH3:17])[CH:5]=1. The yield is 0.753. (6) The reactants are [Si]([O:8][C@H:9]1[C@@H:13]([O:14][Si](C(C)(C)C)(C)C)[C@H:12]([N:22]2[CH:27]=[CH:26][C:25](=[O:28])[N:24]([CH2:29][C:30]3[CH:35]=[CH:34][C:33]([O:36][CH3:37])=[CH:32][CH:31]=3)[C:23]2=[O:38])[O:11][CH:10]1[C@H:39]([OH:70])[C@@H:40]([C:63]([O:65][C:66]([CH3:69])([CH3:68])[CH3:67])=[O:64])[NH:41][CH2:42][CH2:43][CH2:44][NH:45][C:46](=[O:62])[C@H:47]([C@@H:59]([OH:61])[CH3:60])[NH:48][C:49](=[O:58])[O:50][CH2:51][C:52]1[CH:57]=[CH:56][CH:55]=[CH:54][CH:53]=1)(C(C)(C)C)(C)C.[F-].C([N+](CCCC)(CCCC)CCCC)CCC. The catalyst is O1CCCC1.C(OCC)(=O)C. The product is [OH:8][C@H:9]1[C@@H:13]([OH:14])[C@H:12]([N:22]2[CH:27]=[CH:26][C:25](=[O:28])[N:24]([CH2:29][C:30]3[CH:31]=[CH:32][C:33]([O:36][CH3:37])=[CH:34][CH:35]=3)[C:23]2=[O:38])[O:11][CH:10]1[C@H:39]([OH:70])[C@@H:40]([C:63]([O:65][C:66]([CH3:69])([CH3:68])[CH3:67])=[O:64])[NH:41][CH2:42][CH2:43][CH2:44][NH:45][C:46](=[O:62])[C@H:47]([C@@H:59]([OH:61])[CH3:60])[NH:48][C:49](=[O:58])[O:50][CH2:51][C:52]1[CH:57]=[CH:56][CH:55]=[CH:54][CH:53]=1. The yield is 0.250. (7) The reactants are [F:1][C:2]1[CH:9]=[C:8](I)[CH:7]=[CH:6][C:3]=1[C:4]#[N:5].[Cl:11][C:12]1[C:13]([OH:19])=[CH:14][C:15](=[O:18])[NH:16][CH:17]=1.COC1C2C(=C3C(=CC=2)C(OC)=CC=N3)N=CC=1.C(=O)([O-])[O-].[K+].[K+].Cl. The catalyst is CS(C)=O.O.[Cu]I. The product is [Cl:11][C:12]1[C:13]([OH:19])=[CH:14][C:15](=[O:18])[N:16]([C:8]2[CH:7]=[CH:6][C:3]([C:4]#[N:5])=[C:2]([F:1])[CH:9]=2)[CH:17]=1. The yield is 0.433. (8) The reactants are [CH3:1][N:2]1[N:6]=[N:5][C:4]([C:7]2[CH:12]=[CH:11][C:10]([C:13]3[CH:18]=[CH:17][C:16]([N:19]4[CH2:23][C@H:22]([CH2:24][O:25]S(C)(=O)=O)[O:21][C:20]4=[O:30])=[CH:15][C:14]=3[F:31])=[CH:9][N:8]=2)=[N:3]1.[CH3:32][O-].[Na+]. The catalyst is CO. The product is [CH3:1][N:2]1[N:6]=[N:5][C:4]([C:7]2[CH:12]=[CH:11][C:10]([C:13]3[CH:18]=[CH:17][C:16]([N:19]4[CH2:23][C@H:22]([CH2:24][O:25][CH3:32])[O:21][C:20]4=[O:30])=[CH:15][C:14]=3[F:31])=[CH:9][N:8]=2)=[N:3]1. The yield is 0.580. (9) The product is [CH2:25]([C:24]1[NH:1][C:2]2[C:3]([C:4](=[O:5])[C:29]=1[CH3:28])=[CH:7][C:8]([O:12][C:13]1[CH:14]=[CH:15][C:16]([O:19][C:20]([F:23])([F:21])[F:22])=[CH:17][CH:18]=1)=[C:9]([CH3:11])[CH:10]=2)[CH3:26]. The reactants are [NH2:1][C:2]1[CH:10]=[C:9]([CH3:11])[C:8]([O:12][C:13]2[CH:18]=[CH:17][C:16]([O:19][C:20]([F:23])([F:22])[F:21])=[CH:15][CH:14]=2)=[CH:7][C:3]=1[C:4]([O-])=[O:5].[C:24]1(C)[C:25](C)=[CH:26]C=[CH:28][CH:29]=1.Cl. The yield is 0.873. The catalyst is [Cl-].[Zn+2].[Cl-].CCC(=O)CC.